This data is from Forward reaction prediction with 1.9M reactions from USPTO patents (1976-2016). The task is: Predict the product of the given reaction. (1) Given the reactants ON=[C:3]([CH3:15])[C:4]([C:6]1[CH:11]=[CH:10][C:9]([O:12][CH3:13])=[CH:8][C:7]=1[CH3:14])=[O:5].C=[O:17].Cl, predict the reaction product. The product is: [CH3:13][O:12][C:9]1[CH:10]=[CH:11][C:6]([C:4](=[O:5])[C:3](=[O:17])[CH3:15])=[C:7]([CH3:14])[CH:8]=1. (2) Given the reactants [NH2:1][C:2]1[C:12]([Br:13])=[C:11]([CH:14]=O)[C:10]([C:16]([F:19])([F:18])[F:17])=[CH:9][C:3]=1[C:4]([O:6][CH2:7][CH3:8])=[O:5].[CH2:20]([N:22]([C@H:30]1[CH2:35][CH2:34][CH2:33][NH:32][CH2:31]1)[C:23](=[O:29])[O:24][C:25]([CH3:28])([CH3:27])[CH3:26])[CH3:21], predict the reaction product. The product is: [NH2:1][C:2]1[C:12]([Br:13])=[C:11]([CH2:14][N:32]2[CH2:33][CH2:34][CH2:35][C@H:30]([N:22]([CH2:20][CH3:21])[C:23]([O:24][C:25]([CH3:27])([CH3:26])[CH3:28])=[O:29])[CH2:31]2)[C:10]([C:16]([F:19])([F:18])[F:17])=[CH:9][C:3]=1[C:4]([O:6][CH2:7][CH3:8])=[O:5]. (3) Given the reactants [Br:1][C:2]1[CH:3]=[C:4]([CH:8]2[NH:12]C(=O)N[C:9]2=[O:14])[CH:5]=[CH:6][CH:7]=1.[OH-].[Na+].C(O)(=[O:19])C.Cl, predict the reaction product. The product is: [NH2:12][CH:8]([C:4]1[CH:5]=[CH:6][CH:7]=[C:2]([Br:1])[CH:3]=1)[C:9]([OH:14])=[O:19].